This data is from Full USPTO retrosynthesis dataset with 1.9M reactions from patents (1976-2016). The task is: Predict the reactants needed to synthesize the given product. (1) The reactants are: Br[C:2]1[C:10]2[C:5](=[CH:6][CH:7]=[C:8]([C:11]([NH:13][CH:14]3[CH2:19][CH:18]([CH2:20][C:21]4[C:26]([F:27])=[CH:25][CH:24]=[CH:23][C:22]=4[F:28])[CH2:17][N:16]([CH3:29])[CH2:15]3)=[O:12])[CH:9]=2)[N:4]([C:30]([C:43]2[CH:48]=[CH:47][CH:46]=[CH:45][CH:44]=2)([C:37]2[CH:42]=[CH:41][CH:40]=[CH:39][CH:38]=2)[C:31]2[CH:36]=[CH:35][CH:34]=[CH:33][CH:32]=2)[N:3]=1.[O-]P([O-])([O-])=O.[K+].[K+].[K+].[CH3:57][C:58]1[CH:63]=[C:62](B2OC(C)(C)C(C)(C)O2)[CH:61]=[CH:60][N:59]=1. Given the product [F:27][C:26]1[CH:25]=[CH:24][CH:23]=[C:22]([F:28])[C:21]=1[CH2:20][CH:18]1[CH2:17][N:16]([CH3:29])[CH2:15][CH:14]([NH:13][C:11]([C:8]2[CH:9]=[C:10]3[C:5](=[CH:6][CH:7]=2)[N:4]([C:30]([C:31]2[CH:36]=[CH:35][CH:34]=[CH:33][CH:32]=2)([C:37]2[CH:38]=[CH:39][CH:40]=[CH:41][CH:42]=2)[C:43]2[CH:44]=[CH:45][CH:46]=[CH:47][CH:48]=2)[N:3]=[C:2]3[C:62]2[CH:61]=[CH:60][N:59]=[C:58]([CH3:57])[CH:63]=2)=[O:12])[CH2:19]1, predict the reactants needed to synthesize it. (2) Given the product [Cl:16][C:17]1[CH:23]=[CH:22][C:20]([NH:21][C:8](=[O:10])/[C:7](=[CH:6]/[C:5]2[CH:13]=[CH:14][CH:15]=[C:3]([O:2][CH3:1])[CH:4]=2)/[CH2:11][CH3:12])=[CH:19][C:18]=1[C:24]([F:25])([F:26])[F:27], predict the reactants needed to synthesize it. The reactants are: [CH3:1][O:2][C:3]1[CH:4]=[C:5]([CH:13]=[CH:14][CH:15]=1)/[CH:6]=[C:7](\[CH2:11][CH3:12])/[C:8]([OH:10])=O.[Cl:16][C:17]1[CH:23]=[CH:22][C:20]([NH2:21])=[CH:19][C:18]=1[C:24]([F:27])([F:26])[F:25].CCN=C=NCCCN(C)C. (3) The reactants are: [Br:1][C:2]1[C:3]([F:13])=[C:4]2[C:9](=[CH:10][CH:11]=1)[NH:8][C:7](=S)[CH2:6][CH2:5]2.[C:14]([NH:17][NH2:18])(=O)[CH3:15]. Given the product [Br:1][C:2]1[C:3]([F:13])=[C:4]2[C:9](=[CH:10][CH:11]=1)[N:8]1[C:14]([CH3:15])=[N:17][N:18]=[C:7]1[CH2:6][CH2:5]2, predict the reactants needed to synthesize it. (4) The reactants are: CC(C)([O-])C.[K+].[Cl-].[NH2:8][C:9]([NH2:11])=[NH2+:10].[CH:12]1([CH2:15][N:16]2[C:24](=[O:25])[C:23]3[C:18](=[CH:19][CH:20]=[CH:21][CH:22]=3)[CH:17]2[CH2:26][C:27](OCC)=[O:28])[CH2:14][CH2:13]1. Given the product [CH:12]1([CH2:15][N:16]2[C:24](=[O:25])[C:23]3[C:18](=[CH:19][CH:20]=[CH:21][CH:22]=3)[CH:17]2[CH2:26][C:27]([NH:10][C:9]([NH2:11])=[NH:8])=[O:28])[CH2:13][CH2:14]1, predict the reactants needed to synthesize it. (5) Given the product [Cl:1][C:13]1[CH:18]=[CH:17][CH:16]=[CH:15][C:14]=1[C:29]1[CH:28]=[N:27][C:26]2[N:25]([N:38]=[CH:41][C:42]=2[C:31](=[O:34])[NH:2][N:3]2[CH2:7][CH2:6][CH2:5][CH2:4]2)[C:24]=1[C:23]1[CH:22]=[CH:7][C:6]([Cl:19])=[CH:5][CH:4]=1, predict the reactants needed to synthesize it. The reactants are: [ClH:1].[NH2:2][N:3]1[CH2:7][CH2:6][CH2:5][CH2:4]1.O.ON1[C:14]2[CH:15]=[CH:16][CH:17]=[CH:18][C:13]=2N=N1.[ClH:19].CN(C)[CH2:22][CH2:23][CH2:24][N:25]=[C:26]=[N:27][CH2:28][CH3:29].[C:31](=[O:34])([O-])O.[Na+].C([N:38]([CH2:41][CH3:42])CC)C.